From a dataset of Catalyst prediction with 721,799 reactions and 888 catalyst types from USPTO. Predict which catalyst facilitates the given reaction. Reactant: [CH3:1][C:2]1[O:6][C:5]([C:7]([O:9][CH3:10])=[O:8])=[CH:4][CH:3]=1.[Cl-].[Cl-].[Cl-].[Al+3].[Br:15]Br. Product: [Br:15][C:3]1[CH:4]=[C:5]([C:7]([O:9][CH3:10])=[O:8])[O:6][C:2]=1[CH3:1]. The catalyst class is: 22.